This data is from NCI-60 drug combinations with 297,098 pairs across 59 cell lines. The task is: Regression. Given two drug SMILES strings and cell line genomic features, predict the synergy score measuring deviation from expected non-interaction effect. (1) Drug 1: C1CCC(CC1)NC(=O)N(CCCl)N=O. Drug 2: CN(CC1=CN=C2C(=N1)C(=NC(=N2)N)N)C3=CC=C(C=C3)C(=O)NC(CCC(=O)O)C(=O)O. Cell line: HS 578T. Synergy scores: CSS=13.0, Synergy_ZIP=-3.22, Synergy_Bliss=1.01, Synergy_Loewe=-11.3, Synergy_HSA=0.506. (2) Drug 1: C1=CC(=CC=C1C#N)C(C2=CC=C(C=C2)C#N)N3C=NC=N3. Drug 2: C1C(C(OC1N2C=NC(=NC2=O)N)CO)O. Cell line: OVCAR-5. Synergy scores: CSS=5.23, Synergy_ZIP=-0.179, Synergy_Bliss=2.52, Synergy_Loewe=2.07, Synergy_HSA=1.63. (3) Drug 1: CNC(=O)C1=NC=CC(=C1)OC2=CC=C(C=C2)NC(=O)NC3=CC(=C(C=C3)Cl)C(F)(F)F. Drug 2: COCCOC1=C(C=C2C(=C1)C(=NC=N2)NC3=CC=CC(=C3)C#C)OCCOC.Cl. Cell line: HCT116. Synergy scores: CSS=-4.29, Synergy_ZIP=1.49, Synergy_Bliss=2.50, Synergy_Loewe=-4.60, Synergy_HSA=-4.01.